The task is: Binary Classification. Given a T-cell receptor sequence (or CDR3 region) and an epitope sequence, predict whether binding occurs between them.. This data is from TCR-epitope binding with 47,182 pairs between 192 epitopes and 23,139 TCRs. (1) The epitope is FLKEKGGL. The TCR CDR3 sequence is CASSESSREVSYNSPLHF. Result: 1 (the TCR binds to the epitope). (2) The epitope is KPLEFGATSAAL. The TCR CDR3 sequence is CASSQDGSLAETQYF. Result: 1 (the TCR binds to the epitope). (3) The epitope is GLIYNRMGAVTTEV. The TCR CDR3 sequence is CASSLQDNSYNEQFF. Result: 1 (the TCR binds to the epitope). (4) The epitope is KLVALGINAV. The TCR CDR3 sequence is CASSHLLGVLAGGTDTQYF. Result: 0 (the TCR does not bind to the epitope). (5) The epitope is FPPTSFGPL. The TCR CDR3 sequence is CASSVASGVTGELFF. Result: 0 (the TCR does not bind to the epitope). (6) The epitope is FRYMNSQGL. The TCR CDR3 sequence is CAWSVYGGGRDEQFF. Result: 0 (the TCR does not bind to the epitope). (7) The epitope is NQKLIANQF. The TCR CDR3 sequence is CASSLAGESYNEQFF. Result: 1 (the TCR binds to the epitope). (8) The epitope is TLIGDCATV. The TCR CDR3 sequence is CASSQEKSYANYGYTF. Result: 0 (the TCR does not bind to the epitope).